This data is from Peptide-MHC class I binding affinity with 185,985 pairs from IEDB/IMGT. The task is: Regression. Given a peptide amino acid sequence and an MHC pseudo amino acid sequence, predict their binding affinity value. This is MHC class I binding data. (1) The peptide sequence is ILSLPRIAL. The MHC is HLA-A03:01 with pseudo-sequence HLA-A03:01. The binding affinity (normalized) is 0. (2) The peptide sequence is YTDGSCNKQS. The MHC is Mamu-A02 with pseudo-sequence Mamu-A02. The binding affinity (normalized) is 0.139. (3) The peptide sequence is ALYEKKLAL. The MHC is HLA-A11:01 with pseudo-sequence HLA-A11:01. The binding affinity (normalized) is 0.0847. (4) The binding affinity (normalized) is 0.118. The MHC is HLA-B07:02 with pseudo-sequence HLA-B07:02. The peptide sequence is LPSSSSYSY. (5) The peptide sequence is SLVKKNKKR. The MHC is HLA-A31:01 with pseudo-sequence HLA-A31:01. The binding affinity (normalized) is 0.0401. (6) The peptide sequence is LSISNDLNKI. The MHC is H-2-Db with pseudo-sequence H-2-Db. The binding affinity (normalized) is 0.703. (7) The peptide sequence is YQLEMYHPI. The MHC is HLA-C06:02 with pseudo-sequence HLA-C06:02. The binding affinity (normalized) is 0.0847.